Task: Predict the reactants needed to synthesize the given product.. Dataset: Full USPTO retrosynthesis dataset with 1.9M reactions from patents (1976-2016) (1) Given the product [NH2:1][C:2]1[C:6]2[C:7](=[O:25])[N:8]([C:18]3[CH:23]=[CH:22][CH:21]=[CH:20][C:19]=3[Cl:24])[CH:9]=[C:10]([C:11]3[CH:12]=[C:13]([CH2:16][N:26]4[CH2:30][CH2:29][CH2:28][CH2:27]4)[S:14][CH:15]=3)[C:5]=2[NH:4][N:3]=1, predict the reactants needed to synthesize it. The reactants are: [NH2:1][C:2]1[C:6]2[C:7](=[O:25])[N:8]([C:18]3[CH:23]=[CH:22][CH:21]=[CH:20][C:19]=3[Cl:24])[CH:9]=[C:10]([C:11]3[CH:12]=[C:13]([CH:16]=O)[S:14][CH:15]=3)[C:5]=2[NH:4][N:3]=1.[NH:26]1[CH2:30][CH2:29][CH2:28][CH2:27]1.C(O[BH-](OC(=O)C)OC(=O)C)(=O)C.[Na+].C(=O)([O-])O.[Na+]. (2) The reactants are: [CH3:1][O:2][C:3]1[CH:8]=[C:7]([CH2:9][CH:10]2[CH2:15][NH:14][CH2:13][CH2:12][NH:11]2)[CH:6]=[CH:5][N:4]=1.C(N(CC)CC)C.[S:23]1[CH:27]=[CH:26][CH:25]=[C:24]1[S:28](Cl)(=[O:30])=[O:29]. Given the product [CH3:1][O:2][C:3]1[CH:8]=[C:7]([CH2:9][CH:10]2[NH:11][CH2:12][CH2:13][N:14]([S:28]([C:24]3[S:23][CH:27]=[CH:26][CH:25]=3)(=[O:30])=[O:29])[CH2:15]2)[CH:6]=[CH:5][N:4]=1, predict the reactants needed to synthesize it. (3) Given the product [C:18]([O:1][C:2]1[C:12](=[O:13])[N:6]2[CH2:7][CH2:8][CH2:9][CH2:10][CH2:11][C:5]2=[N:4][C:3]=1[C:14]([O:16][CH3:17])=[O:15])(=[O:25])[C:19]1[CH:24]=[CH:23][CH:22]=[CH:21][CH:20]=1, predict the reactants needed to synthesize it. The reactants are: [OH:1][C:2]1[C:12](=[O:13])[N:6]2[CH2:7][CH2:8][CH2:9][CH2:10][CH2:11][C:5]2=[N:4][C:3]=1[C:14]([O:16][CH3:17])=[O:15].[C:18](O[C:18](=[O:25])[C:19]1[CH:24]=[CH:23][CH:22]=[CH:21][CH:20]=1)(=[O:25])[C:19]1[CH:24]=[CH:23][CH:22]=[CH:21][CH:20]=1.CN(C1C=CC=CN=1)C. (4) Given the product [O:1]1[C:8]2[CH:7]=[C:6]([C:9]([O:11][CH2:14][CH2:15][N:16]([CH3:18])[CH3:17])=[O:10])[NH:5][C:4]=2[CH:3]=[CH:2]1, predict the reactants needed to synthesize it. The reactants are: [O:1]1[C:8]2[CH:7]=[C:6]([C:9]([O-:11])=[O:10])[NH:5][C:4]=2[CH:3]=[CH:2]1.[Na+].Cl[CH2:14][CH2:15][N:16]([CH3:18])[CH3:17]. (5) Given the product [OH:19][C:14]1[CH:15]=[CH:16][CH:17]=[CH:18][C:13]=1[C:4]1[N:3]=[C:2]([N:20]2[CH2:21][CH2:22][CH:23]([NH:26][C:27](=[O:33])[O:28][C:29]([CH3:31])([CH3:30])[CH3:32])[CH2:24][CH2:25]2)[C:11]2[C:6](=[CH:7][C:8]([CH3:12])=[CH:9][CH:10]=2)[N:5]=1, predict the reactants needed to synthesize it. The reactants are: Cl[C:2]1[C:11]2[C:6](=[CH:7][C:8]([CH3:12])=[CH:9][CH:10]=2)[N:5]=[C:4]([C:13]2[CH:18]=[CH:17][CH:16]=[CH:15][C:14]=2[OH:19])[N:3]=1.[NH:20]1[CH2:25][CH2:24][CH:23]([NH:26][C:27](=[O:33])[O:28][C:29]([CH3:32])([CH3:31])[CH3:30])[CH2:22][CH2:21]1.C(N(CC)CC)C.O. (6) Given the product [F:33][C:34]([F:39])([F:38])[C:35]([OH:37])=[O:36].[NH2:13][CH2:12][CH2:11][N:10]([CH:21]([C:23]1[CH:28]=[C:27]([F:29])[C:26]([Br:30])=[CH:25][C:24]=1[F:31])[CH3:22])[C:9](=[O:32])[O:8][CH2:1][C:2]1[CH:7]=[CH:6][CH:5]=[CH:4][CH:3]=1, predict the reactants needed to synthesize it. The reactants are: [CH2:1]([O:8][C:9](=[O:32])[N:10]([CH:21]([C:23]1[CH:28]=[C:27]([F:29])[C:26]([Br:30])=[CH:25][C:24]=1[F:31])[CH3:22])[CH2:11][CH2:12][NH:13]C(OC(C)(C)C)=O)[C:2]1[CH:7]=[CH:6][CH:5]=[CH:4][CH:3]=1.[F:33][C:34]([F:39])([F:38])[C:35]([OH:37])=[O:36]. (7) The reactants are: C(OC([NH:8][CH2:9][C@H:10]1[CH2:15][CH2:14][C@H:13]([C:16]([NH:18][C@H:19]([C:50](=[O:63])[NH:51][C:52]2[CH:57]=[CH:56][C:55]([C:58]3[N:59]=[N:60][NH:61][N:62]=3)=[CH:54][CH:53]=2)[CH2:20][C:21]2[CH:26]=[CH:25][C:24]([C:27]3[CH:32]=[CH:31][C:30]([C:33]([NH:35][CH:36]4[CH2:41][CH2:40][N:39](C(OC(C)(C)C)=O)[CH2:38][CH2:37]4)=[O:34])=[C:29]([Cl:49])[CH:28]=3)=[CH:23][CH:22]=2)=[O:17])[CH2:12][CH2:11]1)=O)(C)(C)C.Cl. Given the product [ClH:49].[NH2:8][CH2:9][C@H:10]1[CH2:15][CH2:14][C@H:13]([C:16]([NH:18][C@H:19]([C:50](=[O:63])[NH:51][C:52]2[CH:53]=[CH:54][C:55]([C:58]3[N:59]=[N:60][NH:61][N:62]=3)=[CH:56][CH:57]=2)[CH2:20][C:21]2[CH:26]=[CH:25][C:24]([C:27]3[CH:32]=[CH:31][C:30]([C:33]([NH:35][CH:36]4[CH2:37][CH2:38][NH:39][CH2:40][CH2:41]4)=[O:34])=[C:29]([Cl:49])[CH:28]=3)=[CH:23][CH:22]=2)=[O:17])[CH2:12][CH2:11]1, predict the reactants needed to synthesize it.